From a dataset of Forward reaction prediction with 1.9M reactions from USPTO patents (1976-2016). Predict the product of the given reaction. (1) Given the reactants [C:1]([C:5]1[C:6]([NH2:14])=[N:7][N:8]2[CH:13]=[CH:12][CH:11]=[N:10][C:9]=12)([CH3:4])([CH3:3])[CH3:2].[C:15]1([CH2:21][C:22](O)=[O:23])[CH:20]=[CH:19][CH:18]=[CH:17][CH:16]=1.Cl.CN(C)CCCN=C=NCC, predict the reaction product. The product is: [C:1]([C:5]1[C:6]([NH:14][C:22](=[O:23])[CH2:21][C:15]2[CH:20]=[CH:19][CH:18]=[CH:17][CH:16]=2)=[N:7][N:8]2[CH:13]=[CH:12][CH:11]=[N:10][C:9]=12)([CH3:4])([CH3:2])[CH3:3]. (2) Given the reactants ClC1C=CC=CC=1C([NH:6][C:7]1[N:11]([C:12]2[C:17]([Cl:18])=[CH:16][C:15]([Cl:19])=[CH:14][C:13]=2[Cl:20])[N:10]=[C:9]([CH3:21])[C:8]=1[C:22](=[O:30])[C:23]1[CH:28]=[CH:27][CH:26]=[CH:25][C:24]=1[Cl:29])=O.Br.O, predict the reaction product. The product is: [NH2:6][C:7]1[N:11]([C:12]2[C:17]([Cl:18])=[CH:16][C:15]([Cl:19])=[CH:14][C:13]=2[Cl:20])[N:10]=[C:9]([CH3:21])[C:8]=1[C:22](=[O:30])[C:23]1[CH:28]=[CH:27][CH:26]=[CH:25][C:24]=1[Cl:29]. (3) Given the reactants Cl[C:2]1[C:11]2=[N:12][N:13](CC3C=CC(OC)=CC=3)[CH:14]=[C:10]2[C:9]2[CH:8]=[C:7]([O:24][CH3:25])[CH:6]=[CH:5][C:4]=2[N:3]=1.[NH2:26][C:27]1[CH:36]=[C:35]2[C:30]([NH:31][CH2:32][C:33](=[O:37])[NH:34]2)=[CH:29][CH:28]=1.Cl, predict the reaction product. The product is: [CH3:25][O:24][C:7]1[CH:6]=[CH:5][C:4]2[N:3]=[C:2]([NH:26][C:27]3[CH:36]=[C:35]4[C:30]([NH:31][CH2:32][C:33](=[O:37])[NH:34]4)=[CH:29][CH:28]=3)[C:11]3=[N:12][NH:13][CH:14]=[C:10]3[C:9]=2[CH:8]=1.